Dataset: Reaction yield outcomes from USPTO patents with 853,638 reactions. Task: Predict the reaction yield, written as a fraction of the theoretical maximum amount of product (1.0 means a 100% yield; for example, 0.34 means a 34% yield). (1) The reactants are [N+:1]([C:4]1[CH:5]=[C:6]([NH2:13])[C:7](=[CH:11][CH:12]=1)[C:8]([OH:10])=O)([O-:3])=[O:2].[CH:14]([NH2:16])=O. No catalyst specified. The product is [N+:1]([C:4]1[CH:5]=[C:6]2[C:7]([C:8](=[O:10])[NH:16][CH:14]=[N:13]2)=[CH:11][CH:12]=1)([O-:3])=[O:2]. The yield is 0.950. (2) The reactants are [F:1][C:2]1([F:17])[O:6][C:5]2[CH:7]=[CH:8][C:9]([C:11]3([C:14]([OH:16])=O)[CH2:13][CH2:12]3)=[CH:10][C:4]=2[O:3]1.C(N(CC)C(C)C)(C)C.CN(C(ON1N=NC2C=CC=NC1=2)=[N+](C)C)C.F[P-](F)(F)(F)(F)F.[CH3:51][O:52][C:53]1[CH:54]=[C:55]([CH:70]=[CH:71][C:72]=1[O:73][CH3:74])[CH2:56][CH:57]1[CH:66]([NH2:67])[C:65]2[C:60](=[CH:61][C:62]([O:68][CH3:69])=[CH:63][CH:64]=2)[O:59][CH2:58]1. The yield is 0.290. The product is [F:17][C:2]1([F:1])[O:6][C:5]2[CH:7]=[CH:8][C:9]([C:11]3([C:14]([NH:67][CH:66]4[C:65]5[C:60](=[CH:61][C:62]([O:68][CH3:69])=[CH:63][CH:64]=5)[O:59][CH2:58][CH:57]4[CH2:56][C:55]4[CH:70]=[CH:71][C:72]([O:73][CH3:74])=[C:53]([O:52][CH3:51])[CH:54]=4)=[O:16])[CH2:12][CH2:13]3)=[CH:10][C:4]=2[O:3]1. The catalyst is CC(N(C)C)=O. (3) The reactants are C([O:8][C:9]1[CH:14]=[CH:13][C:12]([C:15]2[N:16]=[CH:17][C:18]([C:21]([O:23][CH3:24])=[O:22])=[N:19][CH:20]=2)=[C:11]([F:25])[CH:10]=1)C1C=CC=CC=1. The catalyst is CO. The product is [F:25][C:11]1[CH:10]=[C:9]([OH:8])[CH:14]=[CH:13][C:12]=1[C:15]1[N:16]=[CH:17][C:18]([C:21]([O:23][CH3:24])=[O:22])=[N:19][CH:20]=1. The yield is 0.340. (4) The reactants are [CH3:1][C:2]([NH2:11])([CH2:4][CH2:5][N:6]1[CH2:10][CH2:9][CH2:8][CH2:7]1)[CH3:3].[C:12](ON1C(=O)CCC1=O)([O:14][CH2:15][C:16]1[CH:21]=[CH:20][CH:19]=[CH:18][CH:17]=1)=[O:13]. The catalyst is C1COCC1. The product is [CH3:3][C:2]([NH:11][C:12](=[O:13])[O:14][CH2:15][C:16]1[CH:21]=[CH:20][CH:19]=[CH:18][CH:17]=1)([CH2:4][CH2:5][N:6]1[CH2:7][CH2:8][CH2:9][CH2:10]1)[CH3:1]. The yield is 0.625. (5) The product is [F:17][C:18]1[CH:19]=[C:20]2[C:24](=[CH:25][CH:26]=1)[NH:23][C:22](=[O:27])[C:21]2=[CH:28][NH:16][C:13]1[CH:12]=[CH:11][C:10]([O:9][CH2:8][CH2:7][N:1]2[CH2:2][CH2:3][CH2:4][CH2:5][CH2:6]2)=[CH:15][CH:14]=1. The reactants are [N:1]1([CH2:7][CH2:8][O:9][C:10]2[CH:15]=[CH:14][C:13]([NH2:16])=[CH:12][CH:11]=2)[CH2:6][CH2:5][CH2:4][CH2:3][CH2:2]1.[F:17][C:18]1[CH:19]=[C:20]2[C:24](=[CH:25][CH:26]=1)[NH:23][C:22](=[O:27])[C:21]2=[CH:28]O. No catalyst specified. The yield is 0.740. (6) The reactants are [CH2:1]([O:4][C:5]([N:7]([CH2:27][C:28]([O:30][CH3:31])=[O:29])[C@H:8]([CH2:18][O:19][Si](C(C)(C)C)(C)C)[CH2:9][CH2:10][C:11]([O:13][C:14]([CH3:17])([CH3:16])[CH3:15])=[O:12])=[O:6])[CH:2]=[CH2:3].O.C1(C)C=CC(S(O)(=O)=O)=CC=1.O. The catalyst is CO. The product is [CH2:1]([O:4][C:5]([N:7]([CH2:27][C:28]([O:30][CH3:31])=[O:29])[C@H:8]([CH2:18][OH:19])[CH2:9][CH2:10][C:11]([O:13][C:14]([CH3:15])([CH3:16])[CH3:17])=[O:12])=[O:6])[CH:2]=[CH2:3]. The yield is 0.930. (7) The reactants are [CH3:1][N:2]1[CH2:7][CH2:6][N:5]([C:8]2[CH:13]=[CH:12][C:11]([NH:14][C:15]3[N:20]=[C:19]([CH2:21][CH2:22][C:23]4[CH:24]=[C:25]([CH:33]=[CH:34][CH:35]=4)[C:26]([O:28]C(C)(C)C)=O)[C:18]([C:36]([F:39])([F:38])[F:37])=[CH:17][N:16]=3)=[CH:10][CH:9]=2)[CH2:4][CH2:3]1.FC(F)(F)C(O)=O.O[N:48]1C2C=CC=CC=2N=N1.CCN=C=NCCCN(C)C.C(N(CC)C(C)C)(C)C.C(=O)([O-])[O-].[NH4+].[NH4+]. The catalyst is C(Cl)Cl.C1COCC1.CN(C=O)C. The product is [CH3:1][N:2]1[CH2:3][CH2:4][N:5]([C:8]2[CH:13]=[CH:12][C:11]([NH:14][C:15]3[N:20]=[C:19]([CH2:21][CH2:22][C:23]4[CH:24]=[C:25]([CH:33]=[CH:34][CH:35]=4)[C:26]([NH2:48])=[O:28])[C:18]([C:36]([F:39])([F:37])[F:38])=[CH:17][N:16]=3)=[CH:10][CH:9]=2)[CH2:6][CH2:7]1. The yield is 0.760.